Dataset: Forward reaction prediction with 1.9M reactions from USPTO patents (1976-2016). Task: Predict the product of the given reaction. Given the reactants [Cl:1][C:2]1[CH:7]=[CH:6][C:5]([NH:8][C:9](=[O:15])OC(C)(C)C)=[CH:4][C:3]=1[CH3:16].C([Li])(C)(C)C.[CH3:22][O:23][C:24]1[CH:29]=[CH:28][CH:27]=[CH:26][C:25]=1[C:30](=O)C(OCC)=O.[NH4+].[Cl-:38], predict the reaction product. The product is: [Cl:38][C:30]1([C:25]2[CH:26]=[CH:27][CH:28]=[CH:29][C:24]=2[O:23][CH3:22])[C:6]2[C:5](=[CH:4][C:3]([CH3:16])=[C:2]([Cl:1])[CH:7]=2)[NH:8][C:9]1=[O:15].